Dataset: NCI-60 drug combinations with 297,098 pairs across 59 cell lines. Task: Regression. Given two drug SMILES strings and cell line genomic features, predict the synergy score measuring deviation from expected non-interaction effect. (1) Drug 1: CC1=CC2C(CCC3(C2CCC3(C(=O)C)OC(=O)C)C)C4(C1=CC(=O)CC4)C. Drug 2: C1=NC2=C(N=C(N=C2N1C3C(C(C(O3)CO)O)F)Cl)N. Cell line: COLO 205. Synergy scores: CSS=10.7, Synergy_ZIP=-7.49, Synergy_Bliss=-16.9, Synergy_Loewe=-52.2, Synergy_HSA=-17.9. (2) Drug 1: CC1=C(C=C(C=C1)C(=O)NC2=CC(=CC(=C2)C(F)(F)F)N3C=C(N=C3)C)NC4=NC=CC(=N4)C5=CN=CC=C5. Drug 2: CC1C(C(CC(O1)OC2CC(CC3=C2C(=C4C(=C3O)C(=O)C5=CC=CC=C5C4=O)O)(C(=O)C)O)N)O. Cell line: A498. Synergy scores: CSS=73.1, Synergy_ZIP=12.3, Synergy_Bliss=14.9, Synergy_Loewe=-17.7, Synergy_HSA=13.6. (3) Drug 1: C1=C(C(=O)NC(=O)N1)N(CCCl)CCCl. Drug 2: CN(C)C1=NC(=NC(=N1)N(C)C)N(C)C. Cell line: U251. Synergy scores: CSS=31.0, Synergy_ZIP=4.81, Synergy_Bliss=6.53, Synergy_Loewe=-17.1, Synergy_HSA=4.65. (4) Drug 1: C1CCN(CC1)CCOC2=CC=C(C=C2)C(=O)C3=C(SC4=C3C=CC(=C4)O)C5=CC=C(C=C5)O. Drug 2: B(C(CC(C)C)NC(=O)C(CC1=CC=CC=C1)NC(=O)C2=NC=CN=C2)(O)O. Cell line: OVCAR3. Synergy scores: CSS=1.55, Synergy_ZIP=-2.97, Synergy_Bliss=-9.54, Synergy_Loewe=-19.1, Synergy_HSA=-8.23. (5) Drug 1: C1=CC(=CC=C1CC(C(=O)O)N)N(CCCl)CCCl.Cl. Drug 2: CS(=O)(=O)OCCCCOS(=O)(=O)C. Cell line: HOP-62. Synergy scores: CSS=25.0, Synergy_ZIP=3.80, Synergy_Bliss=6.53, Synergy_Loewe=-3.47, Synergy_HSA=4.00. (6) Drug 1: CC1=C(N=C(N=C1N)C(CC(=O)N)NCC(C(=O)N)N)C(=O)NC(C(C2=CN=CN2)OC3C(C(C(C(O3)CO)O)O)OC4C(C(C(C(O4)CO)O)OC(=O)N)O)C(=O)NC(C)C(C(C)C(=O)NC(C(C)O)C(=O)NCCC5=NC(=CS5)C6=NC(=CS6)C(=O)NCCC[S+](C)C)O. Drug 2: C#CCC(CC1=CN=C2C(=N1)C(=NC(=N2)N)N)C3=CC=C(C=C3)C(=O)NC(CCC(=O)O)C(=O)O. Cell line: SF-295. Synergy scores: CSS=40.8, Synergy_ZIP=-0.914, Synergy_Bliss=-1.39, Synergy_Loewe=-0.362, Synergy_HSA=-0.289. (7) Drug 1: CS(=O)(=O)CCNCC1=CC=C(O1)C2=CC3=C(C=C2)N=CN=C3NC4=CC(=C(C=C4)OCC5=CC(=CC=C5)F)Cl. Drug 2: CCCCC(=O)OCC(=O)C1(CC(C2=C(C1)C(=C3C(=C2O)C(=O)C4=C(C3=O)C=CC=C4OC)O)OC5CC(C(C(O5)C)O)NC(=O)C(F)(F)F)O. Cell line: SK-MEL-5. Synergy scores: CSS=60.9, Synergy_ZIP=0.764, Synergy_Bliss=2.36, Synergy_Loewe=-7.18, Synergy_HSA=2.51. (8) Drug 1: CN(C(=O)NC(C=O)C(C(C(CO)O)O)O)N=O. Drug 2: C1CCC(C(C1)N)N.C(=O)(C(=O)[O-])[O-].[Pt+4]. Cell line: K-562. Synergy scores: CSS=6.00, Synergy_ZIP=-5.79, Synergy_Bliss=-18.4, Synergy_Loewe=-40.9, Synergy_HSA=-17.6.